Dataset: Peptide-MHC class I binding affinity with 185,985 pairs from IEDB/IMGT. Task: Regression. Given a peptide amino acid sequence and an MHC pseudo amino acid sequence, predict their binding affinity value. This is MHC class I binding data. (1) The binding affinity (normalized) is 1.00. The peptide sequence is WYAPVALLF. The MHC is HLA-A24:02 with pseudo-sequence HLA-A24:02. (2) The peptide sequence is EGIEGRIAY. The MHC is HLA-B35:01 with pseudo-sequence HLA-B35:01. The binding affinity (normalized) is 0.744. (3) The peptide sequence is PYAVCRVCLL. The MHC is H-2-Kd with pseudo-sequence H-2-Kd. The binding affinity (normalized) is 0.405. (4) The peptide sequence is RMCHEGINPN. The MHC is H-2-Kb with pseudo-sequence H-2-Kb. The binding affinity (normalized) is 0.0565. (5) The binding affinity (normalized) is 0.184. The peptide sequence is KDSSLLNNQFG. The MHC is H-2-Kb with pseudo-sequence H-2-Kb. (6) The peptide sequence is LVQYRILPM. The MHC is HLA-A02:03 with pseudo-sequence HLA-A02:03. The binding affinity (normalized) is 0.347. (7) The peptide sequence is GPSWGLSLM. The MHC is HLA-B07:02 with pseudo-sequence HLA-B07:02. The binding affinity (normalized) is 0.545. (8) The peptide sequence is YASKIRKVI. The MHC is H-2-Db with pseudo-sequence H-2-Db. The binding affinity (normalized) is 0. (9) The peptide sequence is RAIMTTWTV. The MHC is HLA-A25:01 with pseudo-sequence HLA-A25:01. The binding affinity (normalized) is 0.0847. (10) The peptide sequence is NIYRRWIQLGL. The MHC is Mamu-B03 with pseudo-sequence Mamu-B03. The binding affinity (normalized) is 0.235.